From a dataset of Forward reaction prediction with 1.9M reactions from USPTO patents (1976-2016). Predict the product of the given reaction. (1) Given the reactants [Si:1]([O:8][CH:9]([C:11]1[CH:12]=[CH:13][C:14]([C:17](=O)[CH:18]([CH3:42])[CH2:19][C:20](=O)[CH:21]([C:29]2[CH:34]=[CH:33][C:32]([S:35]([CH:38]3[CH2:40][CH2:39]3)(=[O:37])=[O:36])=[CH:31][CH:30]=2)[CH2:22][CH:23]2[CH2:28][CH2:27][O:26][CH2:25][CH2:24]2)=[N:15][CH:16]=1)[CH3:10])([C:4]([CH3:7])([CH3:6])[CH3:5])([CH3:3])[CH3:2].C([O-])(=O)C.[NH4+:48], predict the reaction product. The product is: [Si:1]([O:8][CH:9]([C:11]1[CH:12]=[CH:13][C:14]([C:17]2[NH:48][C:20]([CH:21]([C:29]3[CH:34]=[CH:33][C:32]([S:35]([CH:38]4[CH2:40][CH2:39]4)(=[O:37])=[O:36])=[CH:31][CH:30]=3)[CH2:22][CH:23]3[CH2:24][CH2:25][O:26][CH2:27][CH2:28]3)=[CH:19][C:18]=2[CH3:42])=[N:15][CH:16]=1)[CH3:10])([C:4]([CH3:5])([CH3:6])[CH3:7])([CH3:3])[CH3:2]. (2) Given the reactants Br[C:2]1[CH:3]=[CH:4][C:5]([O:8][C:9]2[CH:14]=[CH:13][CH:12]=[CH:11][C:10]=2[F:15])=[N:6][CH:7]=1.[O:16]1CCC[CH2:17]1.C([Li])CCC.CN(C)C=O, predict the reaction product. The product is: [F:15][C:10]1[CH:11]=[CH:12][CH:13]=[CH:14][C:9]=1[O:8][C:5]1[N:6]=[CH:7][C:2]([CH:17]=[O:16])=[CH:3][CH:4]=1. (3) The product is: [Cl:1][C:2]1[CH:3]=[C:4]([C:8]#[C:9][C:10]2[CH2:11][C:12]3([CH2:27][CH2:13][N:14]([C:17]([N:19]4[CH2:20][CH2:21][CH2:22][CH2:23]4)=[O:18])[CH2:15][CH2:16]3)[O:24][N:25]=2)[CH:5]=[CH:6][CH:7]=1. Given the reactants [Cl:1][C:2]1[CH:3]=[C:4]([C:8]#[C:9][C:10]2[CH2:11][C:12]3([O:24][N:25]=2)[CH2:16][CH2:15][N:14]([C:17]([N:19]2[CH2:23][CH2:22][CH2:21][CH2:20]2)=[O:18])[CH2:13]3)[CH:5]=[CH:6][CH:7]=1.Cl[C:27]1C=C(C#CC2CC3(CCN(C(OC(C)(C)C)=O)C3)ON=2)C=CC=1, predict the reaction product. (4) Given the reactants S(=O)(=O)(O)O.[K].Cl[CH:8]([CH:14]=O)[C:9]([O:11][CH2:12][CH3:13])=[O:10].[NH2:16][C:17]1[N:22]=[CH:21][C:20]([C:23]([OH:25])=[O:24])=[CH:19][CH:18]=1, predict the reaction product. The product is: [CH2:12]([O:11][C:9]([C:8]1[N:22]2[CH:21]=[C:20]([C:23]([OH:25])=[O:24])[CH:19]=[CH:18][C:17]2=[N:16][CH:14]=1)=[O:10])[CH3:13]. (5) Given the reactants [CH2:1]([NH:8][C:9](=[O:17])[C:10]1[CH:15]=[CH:14][C:13]([Cl:16])=[N:12][CH:11]=1)[C:2]1[CH:7]=[CH:6][CH:5]=[CH:4][CH:3]=1.[C:18]1([CH3:26])[CH:23]=[CH:22][CH:21]=[CH:20][C:19]=1[Mg]Cl.C(O)(=O)C, predict the reaction product. The product is: [CH2:1]([NH:8][C:9](=[O:17])[C:10]1[C:15]([C:19]2[CH:20]=[CH:21][CH:22]=[CH:23][C:18]=2[CH3:26])=[CH:14][C:13]([Cl:16])=[N:12][CH:11]=1)[C:2]1[CH:7]=[CH:6][CH:5]=[CH:4][CH:3]=1. (6) Given the reactants NC1C([N+]([O-])=O)=C(N2CCN(CC(NC3SC=CN=3)=O)CC2)C(Cl)=CN=1.[NH2:27][C:28]1[C:33]([N+:34]([O-:36])=[O:35])=[C:32](Cl)[C:31]([Cl:38])=[CH:30][N:29]=1.[C:39]1([CH:45]([N:47]2[CH2:52][CH2:51][NH:50][CH2:49][CH2:48]2)[CH3:46])[CH:44]=[CH:43][CH:42]=[CH:41][CH:40]=1, predict the reaction product. The product is: [Cl:38][C:31]1[C:32]([N:50]2[CH2:51][CH2:52][N:47]([CH:45]([C:39]3[CH:44]=[CH:43][CH:42]=[CH:41][CH:40]=3)[CH3:46])[CH2:48][CH2:49]2)=[C:33]([N+:34]([O-:36])=[O:35])[C:28]([NH2:27])=[N:29][CH:30]=1. (7) Given the reactants [CH3:1][C:2]1[NH:6][C:5]2[CH:7]=[C:8]([C:19]([OH:21])=[O:20])[CH:9]=[C:10]([O:11][CH2:12][C:13]3[CH:18]=[CH:17][CH:16]=[CH:15][CH:14]=3)[C:4]=2[N:3]=1.S(Cl)(Cl)=O.[CH3:26]O, predict the reaction product. The product is: [CH3:1][C:2]1[NH:6][C:5]2[CH:7]=[C:8]([C:19]([O:21][CH3:26])=[O:20])[CH:9]=[C:10]([O:11][CH2:12][C:13]3[CH:18]=[CH:17][CH:16]=[CH:15][CH:14]=3)[C:4]=2[N:3]=1. (8) Given the reactants [Br:1][C:2]1[CH:3]=[C:4]([CH:8]([NH:10][S:11]([CH2:14][CH3:15])(=[O:13])=[O:12])[CH3:9])[CH:5]=[N:6][CH:7]=1.I[CH2:17][CH3:18].[H-].[Na+], predict the reaction product. The product is: [Br:1][C:2]1[CH:3]=[C:4]([CH:8]([N:10]([CH2:17][CH3:18])[S:11]([CH2:14][CH3:15])(=[O:12])=[O:13])[CH3:9])[CH:5]=[N:6][CH:7]=1.